From a dataset of Reaction yield outcomes from USPTO patents with 853,638 reactions. Predict the reaction yield, written as a fraction of the theoretical maximum amount of product (1.0 means a 100% yield; for example, 0.34 means a 34% yield). (1) The reactants are [N:1]1([C:6]2[CH:11]=[CH:10][C:9](/[CH:12]=[CH:13]/[C:14]([C:16]3[CH:21]=[C:20]([Cl:22])[CH:19]=[C:18]([Cl:23])[CH:17]=3)=[O:15])=[CH:8][CH:7]=2)[CH:5]=[N:4][CH:3]=[N:2]1.[F:24][C:25]([Si](C)(C)C)([F:27])[F:26].[F-].C([N+](CCCC)(CCCC)CCCC)CCC.Cl. The catalyst is C1COCC1. The product is [N:1]1([C:6]2[CH:11]=[CH:10][C:9](/[CH:12]=[CH:13]/[C:14]([C:16]3[CH:17]=[C:18]([Cl:23])[CH:19]=[C:20]([Cl:22])[CH:21]=3)([OH:15])[C:25]([F:27])([F:26])[F:24])=[CH:8][CH:7]=2)[CH:5]=[N:4][CH:3]=[N:2]1. The yield is 0.250. (2) The product is [Br:9][C:5]1[CH:4]=[C:3]([O:10][CH2:18][CH2:19][CH2:20][CH2:21][CH2:22][CH3:23])[C:2]([Br:1])=[CH:7][C:6]=1[O:14][CH2:11][CH2:4][CH2:3][CH2:2][CH2:7][CH3:6]. The yield is 0.712. The reactants are [Br:1][C:2]1[CH:7]=[C:6](O)[C:5]([Br:9])=[CH:4][C:3]=1[OH:10].[C:11]([O-:14])([O-])=O.[K+].[K+].Br[CH2:18][CH2:19][CH2:20][CH2:21][CH2:22][CH3:23]. The catalyst is CS(C)=O. (3) The reactants are N(C(OC(C)C)=O)=NC(OC(C)C)=O.[OH:15][CH:16]1[CH2:21][CH2:20][CH:19]([C:22]([O:24][CH2:25][CH3:26])=[O:23])[CH2:18][CH2:17]1.[NH2:27][C:28]1[CH:33]=[CH:32][C:31](O)=[CH:30][C:29]=1[N+:35]([O-:37])=[O:36].C1(P(C2C=CC=CC=2)C2C=CC=CC=2)C=CC=CC=1. The yield is 0.640. The product is [NH2:27][C:28]1[CH:33]=[CH:32][C:31]([O:15][CH:16]2[CH2:17][CH2:18][CH:19]([C:22]([O:24][CH2:25][CH3:26])=[O:23])[CH2:20][CH2:21]2)=[CH:30][C:29]=1[N+:35]([O-:37])=[O:36]. The catalyst is C1COCC1.O.CCOC(C)=O.